This data is from Catalyst prediction with 721,799 reactions and 888 catalyst types from USPTO. The task is: Predict which catalyst facilitates the given reaction. Reactant: [CH3:1][O:2][C:3](=[O:35])[C:4]([CH3:34])([O:27][C:28]1[CH:33]=[CH:32][CH:31]=[CH:30][CH:29]=1)[CH2:5][C:6]1[S:7][C:8]([C:11](=[O:26])[CH2:12][CH2:13][C:14]2[N:15]=[C:16]([C:20]3[CH:25]=[CH:24][CH:23]=[CH:22][CH:21]=3)[O:17][C:18]=2[CH3:19])=[CH:9][CH:10]=1.CO.[BH4-].[Na+].CCOC(C)=O. Product: [CH3:1][O:2][C:3](=[O:35])[C:4]([CH3:34])([O:27][C:28]1[CH:33]=[CH:32][CH:31]=[CH:30][CH:29]=1)[CH2:5][C:6]1[S:7][C:8]([CH:11]([OH:26])[CH2:12][CH2:13][C:14]2[N:15]=[C:16]([C:20]3[CH:21]=[CH:22][CH:23]=[CH:24][CH:25]=3)[O:17][C:18]=2[CH3:19])=[CH:9][CH:10]=1. The catalyst class is: 134.